From a dataset of Experimentally validated miRNA-target interactions with 360,000+ pairs, plus equal number of negative samples. Binary Classification. Given a miRNA mature sequence and a target amino acid sequence, predict their likelihood of interaction. (1) The miRNA is ath-miR160c-5p with sequence UGCCUGGCUCCCUGUAUGCCA. The protein sequence of the target gene is MATPGNLGSSVLASKTKTKKKHFVAQKVKLFRASDPLLSVLMWGVNHSINELSHVQIPVMLMPDDFKAYSKIKVDNHLFNKENMPSHFKFKEYCPMVFRNLRERFGIDDQDFQNSLTRSAPLPNDSQARSGARFHTSYDKRYVIKTITSEDVAEMHNILKKYHQYIVECHGVTLLPQFLGMYRLNVDGVEIYVIVTRNVFSHRLSVYRKYDLKGSTVAREASDKEKAKELPTLKDNDFINEGQKIYIDDNNKKIFLEKLKKDVEFLAQLKLMDYSLLVGIHDVERAEQEEVECEENDGEE.... Result: 0 (no interaction). (2) The miRNA is mmu-miR-326-3p with sequence CCUCUGGGCCCUUCCUCCAGU. The protein sequence of the target gene is MGKSASKQFHNEVLKAHNEYRQKHGVPPLKLCKNLNREAQQYSEALASTRILKHSPESSRGQCGENLAWASYDQTGKEVADRWYSEIKNYNFQQPGFTSGTGHFTAMVWKNTKKMGVGKASASDGSSFVVARYFPAGNVVNEGFFEENVLPPKK. Result: 0 (no interaction).